The task is: Predict which catalyst facilitates the given reaction.. This data is from Catalyst prediction with 721,799 reactions and 888 catalyst types from USPTO. (1) Reactant: [C:1]([C:3]1([C:10](OCC)=[O:11])[CH2:9][CH2:8][CH2:7][CH2:6][CH2:5][CH2:4]1)#[N:2].[H-].[Al+3].[Li+].[H-].[H-].[H-]. Product: [NH2:2][CH2:1][C:3]1([CH2:10][OH:11])[CH2:9][CH2:8][CH2:7][CH2:6][CH2:5][CH2:4]1. The catalyst class is: 7. (2) Reactant: [NH2:1][C:2]1[CH:9]=[C:8]([NH2:10])[CH:7]=[CH:6][C:3]=1[CH:4]=O.[CH3:11][N:12]1[CH2:17][CH2:16][C:15](=O)[CH2:14][CH2:13]1.[OH-].[Na+]. Product: [CH3:11][N:12]1[CH2:17][CH2:16][C:15]2[N:1]=[C:2]3[CH:9]=[C:8]([NH2:10])[CH:7]=[CH:6][C:3]3=[CH:4][C:14]=2[CH2:13]1. The catalyst class is: 8. (3) Reactant: [CH2:1]([O:5][C:6]1[C:15]2[C:10](=[CH:11][CH:12]=[C:13](/[CH:16]=[CH:17]/[C:18]3[N:19]=[CH:20][S:21][CH:22]=3)[CH:14]=2)[C:9](=[O:23])[N:8]([CH2:24][CH:25]([CH3:27])[CH3:26])[C:7]=1[CH2:28][NH:29]C(=O)OC(C)(C)C)[CH2:2][CH2:3][CH3:4].[ClH:37]. Product: [ClH:37].[NH2:29][CH2:28][C:7]1[N:8]([CH2:24][CH:25]([CH3:26])[CH3:27])[C:9](=[O:23])[C:10]2[C:15]([C:6]=1[O:5][CH2:1][CH2:2][CH2:3][CH3:4])=[CH:14][C:13](/[CH:16]=[CH:17]/[C:18]1[N:19]=[CH:20][S:21][CH:22]=1)=[CH:12][CH:11]=2. The catalyst class is: 13.